From a dataset of Full USPTO retrosynthesis dataset with 1.9M reactions from patents (1976-2016). Predict the reactants needed to synthesize the given product. (1) Given the product [CH2:1]([O:8][C:9]1[C:10]([O:21][CH3:22])=[CH:11][C:12]([Cl:20])=[C:13](/[CH:15]=[CH:16]/[C:17]([NH:41][CH2:40][CH2:39][C:33]2[CH:34]=[CH:35][C:36]([O:37][CH3:38])=[C:31]([O:30][CH2:23][C:24]3[CH:29]=[CH:28][CH:27]=[CH:26][CH:25]=3)[CH:32]=2)=[O:19])[CH:14]=1)[C:2]1[CH:3]=[CH:4][CH:5]=[CH:6][CH:7]=1, predict the reactants needed to synthesize it. The reactants are: [CH2:1]([O:8][C:9]1[C:10]([O:21][CH3:22])=[CH:11][C:12]([Cl:20])=[C:13](/[CH:15]=[CH:16]/[C:17]([OH:19])=O)[CH:14]=1)[C:2]1[CH:7]=[CH:6][CH:5]=[CH:4][CH:3]=1.[CH2:23]([O:30][C:31]1[CH:32]=[C:33]([CH2:39][CH2:40][NH2:41])[CH:34]=[CH:35][C:36]=1[O:37][CH3:38])[C:24]1[CH:29]=[CH:28][CH:27]=[CH:26][CH:25]=1.CCN(C(C)C)C(C)C.CN(C(ON1N=NC2C=CC=NC1=2)=[N+](C)C)C.F[P-](F)(F)(F)(F)F. (2) Given the product [NH2:1][C:4]1[CH:18]=[CH:17][C:7]2[N:8]3[CH2:16][CH2:15][CH2:14][C:9]3=[N:10][S:11](=[O:13])(=[O:12])[C:6]=2[CH:5]=1, predict the reactants needed to synthesize it. The reactants are: [N+:1]([C:4]1[CH:18]=[CH:17][C:7]2[N:8]3[CH2:16][CH2:15][CH2:14][CH:9]3[NH:10][S:11](=[O:13])(=[O:12])[C:6]=2[CH:5]=1)([O-])=O.[H-].[H-].[H-].[H-].[Li+].[Al+3]. (3) Given the product [N+:1]([C:4]1[CH:10]=[C:9]([C:14]2[CH:13]=[CH:12][C:21]3[C:16](=[CH:17][CH:18]=[CH:19][CH:20]=3)[CH:15]=2)[CH:8]=[CH:7][C:5]=1[NH2:6])([O-:3])=[O:2], predict the reactants needed to synthesize it. The reactants are: [N+:1]([C:4]1[CH:10]=[C:9](Br)[CH:8]=[CH:7][C:5]=1[NH2:6])([O-:3])=[O:2].[CH:12]1[C:21]2[C:16](=[CH:17][CH:18]=[CH:19][CH:20]=2)[CH:15]=[CH:14][C:13]=1B(O)O.C(=O)([O-])[O-].[K+].[K+].O. (4) Given the product [C:10]1([CH:2]([C:1]([O:8][CH3:9])=[O:7])[C:3]([O:5][CH3:6])=[O:4])[CH2:15][CH2:14][CH2:13][CH2:12][CH:11]=1, predict the reactants needed to synthesize it. The reactants are: [C:1]([O:8][CH3:9])(=[O:7])[CH2:2][C:3]([O:5][CH3:6])=[O:4].[C:10]1(=O)[CH2:15][CH2:14][CH2:13][CH2:12][CH2:11]1.C(OC(=O)C)(=O)C.NC1C=CC=CC=1. (5) Given the product [CH3:8][CH2:9][C:2]([CH2:1][OH:4])([CH2:3][OH:12])[CH2:5][OH:7].[CH3:8][CH:9]1[O:10][CH2:11]1.[CH2:6]1[O:7][CH2:5]1, predict the reactants needed to synthesize it. The reactants are: [CH2:1]1[O:4][CH:2]1[CH3:3].[CH2:5]1[O:7][CH2:6]1.[CH3:8][C:9]([CH3:11])=[O:10].[OH2:12]. (6) Given the product [F:40][C:27]([F:39])([F:26])[S:28]([C:31]1[CH:32]=[C:33]([N:37]2[C:5]([C:7]3[C:12](=[O:13])[CH:11]=[CH:10][N:9]([C:14]4[CH:19]=[CH:18][C:17]([O:20][C:21]([F:23])([F:22])[F:24])=[CH:16][CH:15]=4)[N:8]=3)=[CH:4][CH:3]=[N:38]2)[CH:34]=[CH:35][CH:36]=1)(=[O:30])=[O:29], predict the reactants needed to synthesize it. The reactants are: CN(C)/[CH:3]=[CH:4]/[C:5]([C:7]1[C:12](=[O:13])[CH:11]=[CH:10][N:9]([C:14]2[CH:19]=[CH:18][C:17]([O:20][C:21]([F:24])([F:23])[F:22])=[CH:16][CH:15]=2)[N:8]=1)=O.[F:26][C:27]([F:40])([F:39])[S:28]([C:31]1[CH:32]=[C:33]([NH:37][NH2:38])[CH:34]=[CH:35][CH:36]=1)(=[O:30])=[O:29]. (7) Given the product [Cl:8][C:7]1[C:2]([C:21]2[C:20]([Cl:19])=[CH:25][N:24]=[C:23]([F:26])[CH:22]=2)=[CH:3][C:4]([NH:9][CH2:10][CH:11]2[CH2:16][CH2:15][O:14][C:13]([CH3:18])([CH3:17])[CH2:12]2)=[CH:5][N:6]=1, predict the reactants needed to synthesize it. The reactants are: Br[C:2]1[CH:3]=[C:4]([NH:9][CH2:10][CH:11]2[CH2:16][CH2:15][O:14][C:13]([CH3:18])([CH3:17])[CH2:12]2)[CH:5]=[N:6][C:7]=1[Cl:8].[Cl:19][C:20]1[C:21](B(O)O)=[CH:22][C:23]([F:26])=[N:24][CH:25]=1.C(=O)([O-])[O-].[Na+].[Na+].